From a dataset of Experimentally validated miRNA-target interactions with 360,000+ pairs, plus equal number of negative samples. Binary Classification. Given a miRNA mature sequence and a target amino acid sequence, predict their likelihood of interaction. (1) The miRNA is hsa-miR-4283 with sequence UGGGGCUCAGCGAGUUU. The protein sequence of the target gene is MQLGEQLLVSSVNLPGAHFYPLESARGGSGGSAGHLPSAAPSPQKLDLDKASKKFSGSLSCEAVSGEPAAASAGAPAAMLSDTDAGDAFASAAAVAKPGPPDGRKGSPCGEEELPSAAAAAAAAAAAAAATARYSMDSLSSERYYLQSPGPQGSELAAPCSLFPYQAAAGAPHGPVYPAPNGARYPYGSMLPPGGFPAAVCPPGRAQFGPGAGAGSGAGGSSGGGGGPGTYQYSQGAPLYGPYPGAAAAGSCGGLGGLGVPGSGFRAHVYLCNRPLWLKFHRHQTEMIITKQGRRMFPFL.... Result: 0 (no interaction). (2) The miRNA is hsa-miR-4770 with sequence UGAGAUGACACUGUAGCU. The protein sequence of the target gene is MKHFLRMLIQVCLYFYCKFLWRCLKFVMRKLTGRCELQRICYNTKPGASRTMKIETSLRDSKSKLLQTSVSVHPDAIEKTIEDIMELKKINPDVNPQLGISLQACLLQIVGYRNLIADVEKLRREAYDSDNPQHEEMLLKLWKFLKPNTPLESRISKQWCEIGFQGDDPKTDFRGMGLLGLYNLQYFAERDATAAQQVLSDSLHPKCRDITKEEISKFSKAEWEKKRMDKAIGYSFAIVGINITDLAYNLLVSGALKTHFYNIAPEAPTLSHFQQTFCYLMHEFHKFWIEEDPMDIMEFN.... Result: 1 (interaction). (3) The miRNA is hsa-miR-548am-3p with sequence CAAAAACUGCAGUUACUUUUGU. The protein sequence of the target gene is MRSCFCVRRSRDPPPPQPPPPQRGTDQATMPEVKELSEALPETPMDPITGVGVVASRNRAPTGYDVVAQTADGVDADLWKDGLFKSKVTRYLCFTRSFSKENSHLGNVLVDMKLIDVKDTLPVGFIPIQETVDTQEVVFRKKRLCIKFIPRDSTEAAICDIRIMGRTKQAPPQYTFIGELNSMGIWYRMGRVPRNHDSSQPTTPSQSSASSTPAPNLPRHISLTLPATFRGRNNTSTDYEYQLSNLYAISAMDGVPFMISEKFSCIPESMQPFDLLGITIKSLAEIEKEYEYSFRTEQSA.... Result: 0 (no interaction). (4) The miRNA is hsa-miR-642b-3p with sequence AGACACAUUUGGAGAGGGACCC. The protein sequence of the target gene is MLCRLGGRWLRPLPALQLWARDLPLAPVPTSGAKRPTLPVWAVAPVSAVHANGWYEALAASSPVRVAEEVLLGVHAATGLPWWGSILLSTVALRGAVTLPLAAYQHYILAKVENLQPEIKTIARHLNQEVAVRANQLGWSKRDARLTYLKNMRRLISELYVRDNCHPFKATVLVWIQLPMWIFMSFALRNLSTGAAHSEGFSVQEQLATGGILWFPDLTAPDSTWILPISVGVINLLIVEICALQKIGMSRFQTYITYFVRAMSVLMIPIAATVPSSIVLYWLCSSFVGLSQNLLLRSPG.... Result: 1 (interaction). (5) The miRNA is hsa-miR-4284 with sequence GGGCUCACAUCACCCCAU. The protein sequence of the target gene is MDRTCEERPAEDGSDEEDPDSMEAPTRIRDTPEDIVLEAPASGLAFHPARDLLAAGDVDGDVFVFSYSCQEGETKELWSSGHHLKACRAVAFSEDGQKLITVSKDKAIHVLDVEQGQLERRVSKAHGAPINSLLLVDENVLATGDDTGGICLWDQRKEGPLMDMRQHEEYIADMALDPAKKLLLTASGDGCLGIFNIKRRRFELLSEPQSGDLTSVTLMKWGKKVACGSSEGTIYLFNWNGFGATSDRFALRAESIDCMVPVTESLLCTGSTDGVIRAVNILPNRVVGSVGQHTGEPVEE.... Result: 1 (interaction).